Dataset: Forward reaction prediction with 1.9M reactions from USPTO patents (1976-2016). Task: Predict the product of the given reaction. (1) The product is: [CH3:1][O:2][C:3](=[O:11])[CH2:4][CH:5]1[CH2:10][CH2:9][CH2:8][CH2:7][N:6]1[C:18]([C:16]1[N:17]=[C:13]([CH3:12])[S:14][C:15]=1[C:21]1[CH:26]=[CH:25][C:24]([F:27])=[CH:23][CH:22]=1)=[O:19]. Given the reactants [CH3:1][O:2][C:3](=[O:11])[CH2:4][CH:5]1[CH2:10][CH2:9][CH2:8][CH2:7][NH:6]1.[CH3:12][C:13]1[S:14][C:15]([C:21]2[CH:26]=[CH:25][C:24]([F:27])=[CH:23][CH:22]=2)=[C:16]([C:18](O)=[O:19])[N:17]=1, predict the reaction product. (2) Given the reactants [O:1]1[CH:5]=[CH:4][CH:3]=[C:2]1[C:6]1[O:7][C:8]([CH3:41])=[C:9]([CH2:11][O:12][C:13]2[CH:38]=[CH:37][C:16]([CH2:17][O:18][C:19]3[C:23](/[CH:24]=[CH:25]/[C:26](OCC)=[O:27])=[CH:22][N:21]([C:31]4[CH:36]=[CH:35][CH:34]=[CH:33][CH:32]=4)[N:20]=3)=[CH:15][C:14]=2[O:39][CH3:40])[N:10]=1.[H-].C([Al+]CC(C)C)C(C)C.O.O.O.O.O.O.O.O.O.O.S([O-])([O-])(=O)=O.[Na+].[Na+], predict the reaction product. The product is: [O:1]1[CH:5]=[CH:4][CH:3]=[C:2]1[C:6]1[O:7][C:8]([CH3:41])=[C:9]([CH2:11][O:12][C:13]2[CH:38]=[CH:37][C:16]([CH2:17][O:18][C:19]3[C:23](/[CH:24]=[CH:25]/[CH2:26][OH:27])=[CH:22][N:21]([C:31]4[CH:32]=[CH:33][CH:34]=[CH:35][CH:36]=4)[N:20]=3)=[CH:15][C:14]=2[O:39][CH3:40])[N:10]=1. (3) Given the reactants Br[C:2]1[CH:3]=[C:4]([CH:13]=[C:14]([F:16])[CH:15]=1)[O:5][CH2:6][C:7]([NH:9][CH:10]1[CH2:12][CH2:11]1)=[O:8].[B:17]1([B:17]2[O:21][C:20]([CH3:23])([CH3:22])[C:19]([CH3:25])([CH3:24])[O:18]2)[O:21][C:20]([CH3:23])([CH3:22])[C:19]([CH3:25])([CH3:24])[O:18]1.C([O-])(=O)C.[K+], predict the reaction product. The product is: [CH:10]1([NH:9][C:7](=[O:8])[CH2:6][O:5][C:4]2[CH:3]=[C:2]([B:17]3[O:21][C:20]([CH3:23])([CH3:22])[C:19]([CH3:25])([CH3:24])[O:18]3)[CH:15]=[C:14]([F:16])[CH:13]=2)[CH2:12][CH2:11]1. (4) Given the reactants [C:1]1([CH2:7][C:8](Cl)=[O:9])[CH:6]=[CH:5][CH:4]=[CH:3][CH:2]=1.[CH3:11][NH:12][C@H:13]1[CH2:32][N:17]2[C:18]3[C:23]([C:24]([CH2:25][C:26]([O:28]CCC)=[O:27])=[C:16]2[CH2:15][CH2:14]1)=[CH:22][CH:21]=[CH:20][CH:19]=3, predict the reaction product. The product is: [CH3:11][N:12]([C:8](=[O:9])[CH2:7][C:1]1[CH:6]=[CH:5][CH:4]=[CH:3][CH:2]=1)[C@H:13]1[CH2:32][N:17]2[C:18]3[C:23]([C:24]([CH2:25][C:26]([OH:28])=[O:27])=[C:16]2[CH2:15][CH2:14]1)=[CH:22][CH:21]=[CH:20][CH:19]=3. (5) The product is: [Br:1][C:2]1[C:7](=[O:8])[N:6]([C:9]2[CH:10]=[C:11]([CH:19]=[CH:20][C:21]=2[CH3:22])[C:12]([NH:14][CH2:15][CH2:16][OH:17])=[O:13])[C:5]([CH3:23])=[N:4][C:3]=1[O:24][CH2:25][C:26]1[CH:31]=[CH:30][C:29]([F:32])=[CH:28][C:27]=1[F:33]. Given the reactants [Br:1][C:2]1[C:7](=[O:8])[N:6]([C:9]2[CH:10]=[C:11]([CH:19]=[CH:20][C:21]=2[CH3:22])[C:12]([NH:14][C@H:15](C)[CH2:16][OH:17])=[O:13])[C:5]([CH3:23])=[N:4][C:3]=1[O:24][CH2:25][C:26]1[CH:31]=[CH:30][C:29]([F:32])=[CH:28][C:27]=1[F:33].NCCO, predict the reaction product. (6) Given the reactants Cl.CO[C:4](=[O:17])[C@H:5]([CH2:7][C:8]1[C:16]2[C:11](=[CH:12][CH:13]=[CH:14][CH:15]=2)[NH:10][CH:9]=1)[NH2:6].C(N(CC)CC)C.[CH2:25]([N:27]=[C:28]=[O:29])[CH3:26].Cl, predict the reaction product. The product is: [CH2:25]([N:27]1[C:4](=[O:17])[CH:5]([CH2:7][C:8]2[C:16]3[C:11](=[CH:12][CH:13]=[CH:14][CH:15]=3)[NH:10][CH:9]=2)[NH:6][C:28]1=[O:29])[CH3:26]. (7) Given the reactants [H-].[Na+].[CH2:3]([OH:10])[C:4]1[CH:9]=[CH:8][CH:7]=[CH:6][CH:5]=1.Br[CH2:12][C:13]([O:15][CH2:16][CH3:17])=[O:14].Cl, predict the reaction product. The product is: [CH2:3]([O:10][CH2:12][C:13]([O:15][CH2:16][CH3:17])=[O:14])[C:4]1[CH:9]=[CH:8][CH:7]=[CH:6][CH:5]=1. (8) The product is: [NH2:9][C:7]1[CH:6]=[C:5]([O:10][CH3:11])[C:4]([C:12]2[CH:17]=[CH:16][CH:15]=[CH:14][CH:13]=2)=[C:3]([O:2][CH3:1])[C:8]=1[C:32]([C:31]1[CH:34]=[CH:35][CH:36]=[C:29]([Br:28])[CH:30]=1)=[O:39]. Given the reactants [CH3:1][O:2][C:3]1[CH:8]=[C:7]([NH2:9])[CH:6]=[C:5]([O:10][CH3:11])[C:4]=1[C:12]1[CH:17]=[CH:16][CH:15]=[CH:14][CH:13]=1.C(#N)C1C=CC=C(C#N)C=1.[Br:28][C:29]1[CH:30]=[C:31]([CH:34]=[CH:35][CH:36]=1)[C:32]#N.CC[O:39]C(C)=O.C(Cl)Cl, predict the reaction product. (9) Given the reactants [Cl:1][C:2]1[CH:3]=[CH:4][C:5]([C:9]2[N:13]([CH2:14][CH:15]3[CH2:20][CH2:19][CH2:18][CH2:17][CH2:16]3)[C:12]3[CH:21]=[C:22]([F:26])[C:23]([F:25])=[CH:24][C:11]=3[N:10]=2)=[C:6]([OH:8])[CH:7]=1.Br[CH2:28][CH:29]1[CH2:33][CH2:32][CH2:31][CH2:30]1, predict the reaction product. The product is: [Cl:1][C:2]1[CH:3]=[CH:4][C:5]([C:9]2[N:13]([CH2:14][CH:15]3[CH2:16][CH2:17][CH2:18][CH2:19][CH2:20]3)[C:12]3[CH:21]=[C:22]([F:26])[C:23]([F:25])=[CH:24][C:11]=3[N:10]=2)=[C:6]([O:8][CH2:28][CH:29]2[CH2:33][CH2:32][CH2:31][CH2:30]2)[CH:7]=1.